Dataset: Full USPTO retrosynthesis dataset with 1.9M reactions from patents (1976-2016). Task: Predict the reactants needed to synthesize the given product. Given the product [C:1]([N:4]1[C:13]2[C:8](=[CH:9][C:10]([Br:14])=[CH:11][CH:12]=2)[C@H:7]([NH:15][C:27](=[O:28])[O:29][CH:30]([CH3:32])[CH3:31])[CH2:6][C@@H:5]1[CH3:16])(=[O:3])[CH3:2], predict the reactants needed to synthesize it. The reactants are: [C:1]([N:4]1[C:13]2[C:8](=[CH:9][C:10]([Br:14])=[CH:11][CH:12]=2)[C@H:7]([NH2:15])[CH2:6][C@@H:5]1[CH3:16])(=[O:3])[CH3:2].CCN(C(C)C)C(C)C.Cl[C:27]([O:29][CH:30]([CH3:32])[CH3:31])=[O:28].C1(C)C=CC=CC=1.